Task: Predict the reactants needed to synthesize the given product.. Dataset: Full USPTO retrosynthesis dataset with 1.9M reactions from patents (1976-2016) (1) Given the product [F:25][C:26]1[CH:33]=[CH:32][C:29]([CH2:30][NH:31][C:5]2[N:10]=[C:9]([C:11]3[CH:16]=[CH:15][C:14]([S:17]([CH3:20])(=[O:19])=[O:18])=[CH:13][CH:12]=3)[CH:8]=[C:7]([C:21]([F:24])([F:23])[F:22])[N:6]=2)=[CH:28][CH:27]=1, predict the reactants needed to synthesize it. The reactants are: CS([C:5]1[N:10]=[C:9]([C:11]2[CH:16]=[CH:15][C:14]([S:17]([CH3:20])(=[O:19])=[O:18])=[CH:13][CH:12]=2)[CH:8]=[C:7]([C:21]([F:24])([F:23])[F:22])[N:6]=1)(=O)=O.[F:25][C:26]1[CH:33]=[CH:32][C:29]([CH2:30][NH2:31])=[CH:28][CH:27]=1. (2) Given the product [CH2:17]([O:24][C:25](=[O:38])[C@@H:26]([O:35][CH2:36][CH3:37])[CH2:27][C:28]1[CH:33]=[CH:32][C:31]([O:15][C:14](=[O:16])[CH2:13][C:3]2[N:4]=[C:5]([C:7]3[CH:12]=[CH:11][CH:10]=[CH:9][CH:8]=3)[O:6][C:2]=2[CH3:1])=[CH:30][CH:29]=1)[C:18]1[CH:19]=[CH:20][CH:21]=[CH:22][CH:23]=1, predict the reactants needed to synthesize it. The reactants are: [CH3:1][C:2]1[O:6][C:5]([C:7]2[CH:12]=[CH:11][CH:10]=[CH:9][CH:8]=2)=[N:4][C:3]=1[CH2:13][C:14]([OH:16])=[O:15].[CH2:17]([O:24][C:25](=[O:38])[C@@H:26]([O:35][CH2:36][CH3:37])[CH2:27][C:28]1[CH:33]=[CH:32][C:31](O)=[CH:30][CH:29]=1)[C:18]1[CH:23]=[CH:22][CH:21]=[CH:20][CH:19]=1.C(Cl)CCl.Cl. (3) Given the product [C:1]([N:4]1[C:13]2[C:8](=[CH:9][C:10]([C:14]3[O:15][C:41](=[O:40])[NH:17][N:16]=3)=[CH:11][CH:12]=2)[CH:7]([NH:18][C:19]2[CH:20]=[CH:21][C:22]([N:25]3[CH2:26][CH2:27][O:28][CH2:29][CH2:30]3)=[CH:23][CH:24]=2)[CH2:6][CH:5]1[CH3:31])(=[O:3])[CH3:2], predict the reactants needed to synthesize it. The reactants are: [C:1]([N:4]1[C:13]2[C:8](=[CH:9][C:10]([C:14]([NH:16][NH2:17])=[O:15])=[CH:11][CH:12]=2)[CH:7]([NH:18][C:19]2[CH:24]=[CH:23][C:22]([N:25]3[CH2:30][CH2:29][O:28][CH2:27][CH2:26]3)=[CH:21][CH:20]=2)[CH2:6][CH:5]1[CH3:31])(=[O:3])[CH3:2].C(N(CC)CC)C.O.[O:40]1CCC[CH2:41]1. (4) Given the product [CH2:25]([O:24][C:21]1[CH:22]=[CH:23][C:18]([C:14]2([OH:17])[CH2:13][CH2:12][NH:11][CH2:16][CH2:15]2)=[CH:19][CH:20]=1)[CH2:26][CH2:27][CH2:28][CH2:29][CH3:30], predict the reactants needed to synthesize it. The reactants are: C(OC([N:11]1[CH2:16][CH2:15][C:14]([C:18]2[CH:23]=[CH:22][C:21]([O:24][CH2:25][CH2:26][CH2:27][CH2:28][CH2:29][CH3:30])=[CH:20][CH:19]=2)([OH:17])[CH2:13][CH2:12]1)=O)C1C=CC=CC=1. (5) Given the product [NH2:13][C:11]1[S:10][C:9]2[CH2:14][CH:5]([N:4]([CH2:3][CH2:2][CH3:1])[CH2:38][CH2:37][N:34]3[CH2:33][CH2:32][N:31]([C:27]4[CH:26]=[C:25]5[C:30](=[CH:29][CH:28]=4)[N:22]([CH2:21][C:20]4[CH:45]=[CH:46][C:17]([O:16][CH3:15])=[CH:18][CH:19]=4)[C:23](=[O:44])[C:24]45[O:43][CH2:42][CH2:41][O:40]4)[CH2:36][CH2:35]3)[CH2:6][CH2:7][C:8]=2[N:12]=1, predict the reactants needed to synthesize it. The reactants are: [CH3:1][CH2:2][CH2:3][NH:4][C@@H:5]1[CH2:14][C:9]2[S:10][C:11]([NH2:13])=[N:12][C:8]=2[CH2:7][CH2:6]1.[CH3:15][O:16][C:17]1[CH:46]=[CH:45][C:20]([CH2:21][N:22]2[C:30]3[C:25](=[CH:26][C:27]([N:31]4[CH2:36][CH2:35][N:34]([CH2:37][CH:38]=O)[CH2:33][CH2:32]4)=[CH:28][CH:29]=3)[C:24]3([O:43][CH2:42][CH2:41][O:40]3)[C:23]2=[O:44])=[CH:19][CH:18]=1.[BH-](OC(C)=O)(OC(C)=O)OC(C)=O.[Na+]. (6) Given the product [ClH:20].[C:1]([N:4]1[C:12]2[C:7](=[CH:8][C:9]([O:13][CH3:14])=[CH:10][CH:11]=2)[CH2:6][CH:5]1[C:15](=[NH:16])[O:19][CH2:17][CH3:18])(=[O:3])[CH3:2], predict the reactants needed to synthesize it. The reactants are: [C:1]([N:4]1[C:12]2[C:7](=[CH:8][C:9]([O:13][CH3:14])=[CH:10][CH:11]=2)[CH2:6][CH:5]1[C:15]#[N:16])(=[O:3])[CH3:2].[CH2:17]([OH:19])[CH3:18].[ClH:20].C(OCC)C. (7) Given the product [C:26]([O:30][C:31](=[O:52])[NH:32][C:33]1([C:37]2[CH:38]=[CH:39][C:40]([C:2]3[C:15]([C:16]4[CH:21]=[CH:20][CH:19]=[CH:18][CH:17]=4)=[C:14]([NH:22][CH:23]4[CH2:25][CH2:24]4)[N:5]4[N:6]=[C:7]5[C:12]([CH:11]=[C:10]([F:13])[CH:9]=[CH:8]5)=[C:4]4[N:3]=3)=[CH:41][CH:42]=2)[CH2:34][CH2:35][CH2:36]1)([CH3:29])([CH3:27])[CH3:28], predict the reactants needed to synthesize it. The reactants are: Cl[C:2]1[C:15]([C:16]2[CH:21]=[CH:20][CH:19]=[CH:18][CH:17]=2)=[C:14]([NH:22][CH:23]2[CH2:25][CH2:24]2)[N:5]2[N:6]=[C:7]3[C:12]([CH:11]=[C:10]([F:13])[CH:9]=[CH:8]3)=[C:4]2[N:3]=1.[C:26]([O:30][C:31](=[O:52])[NH:32][C:33]1([C:37]2[CH:42]=[CH:41][C:40](B3OC(C)(C)C(C)(C)O3)=[CH:39][CH:38]=2)[CH2:36][CH2:35][CH2:34]1)([CH3:29])([CH3:28])[CH3:27].C(=O)([O-])[O-].[Na+].[Na+].C(OCC)(=O)C.